This data is from Forward reaction prediction with 1.9M reactions from USPTO patents (1976-2016). The task is: Predict the product of the given reaction. (1) Given the reactants [CH3:1][CH2:2][CH2:3][CH2:4][C:5]1[N:9]([CH2:10][C:11]2[CH:12]=[CH:13][C:14]([C:17]([OH:19])=[O:18])=[CH:15][CH:16]=2)[C:8](/[CH:20]=[C:21](/[C:28]([OH:30])=[O:29])\[CH2:22][C:23]2[S:27][CH:26]=[CH:25][CH:24]=2)=[CH:7][N:6]=1.[CH3:31][S:32]([OH:35])(=[O:34])=[O:33], predict the reaction product. The product is: [CH3:1][CH2:2][CH2:3][CH2:4][C:5]1[N:9]([CH2:10][C:11]2[CH:12]=[CH:13][C:14]([C:17]([OH:19])=[O:18])=[CH:15][CH:16]=2)[C:8](/[CH:20]=[C:21](/[C:28]([OH:30])=[O:29])\[CH2:22][C:23]2[S:27][CH:26]=[CH:25][CH:24]=2)=[CH:7][N:6]=1.[CH3:31][S:32]([OH:35])(=[O:34])=[O:33]. (2) Given the reactants Cl.[CH3:2][NH:3][O:4][CH3:5].[Cl-].C[Al+]C.C(O[C:13]([C:15]1[N:16]([C:20]2[CH:25]=[CH:24][C:23]([C:26]#[N:27])=[C:22]([Cl:28])[CH:21]=2)[CH:17]=[N:18][CH:19]=1)=[O:14])C, predict the reaction product. The product is: [CH3:5][O:4][N:3]([CH3:2])[C:13]([C:15]1[N:16]([C:20]2[CH:25]=[CH:24][C:23]([C:26]#[N:27])=[C:22]([Cl:28])[CH:21]=2)[CH:17]=[N:18][CH:19]=1)=[O:14]. (3) Given the reactants [F:1][C:2]([F:12])([F:11])[C:3]1[CH:10]=[CH:9][C:6]([CH2:7]Br)=[CH:5][CH:4]=1.[CH2:13]([NH:20][C:21]([C:23]1[S:27][C:26]([N:28]2[CH:33]=[CH:32][C:31]([OH:34])=[CH:30][C:29]2=[O:35])=[N:25][C:24]=1[CH3:36])=[O:22])[C:14]1[CH:19]=[CH:18][CH:17]=[CH:16][CH:15]=1, predict the reaction product. The product is: [CH2:13]([NH:20][C:21]([C:23]1[S:27][C:26]([N:28]2[CH:33]=[CH:32][C:31]([O:34][CH2:7][C:6]3[CH:9]=[CH:10][C:3]([C:2]([F:12])([F:11])[F:1])=[CH:4][CH:5]=3)=[CH:30][C:29]2=[O:35])=[N:25][C:24]=1[CH3:36])=[O:22])[C:14]1[CH:19]=[CH:18][CH:17]=[CH:16][CH:15]=1.